The task is: Predict the reaction yield, written as a fraction of the theoretical maximum amount of product (1.0 means a 100% yield; for example, 0.34 means a 34% yield).. This data is from Reaction yield outcomes from USPTO patents with 853,638 reactions. (1) The reactants are [C:1]([C:5]1[N:10]=[C:9]([C:11]2[C:16]([CH3:17])=[CH:15][C:14]([CH3:18])=[CH:13][C:12]=2[CH3:19])[C:8]([C:20]([NH:22][S:23]([C:26]2[CH:31]=[CH:30][CH:29]=[C:28]([N+:32]([O-])=O)[CH:27]=2)(=[O:25])=[O:24])=[O:21])=[CH:7][CH:6]=1)([CH3:4])([CH3:3])[CH3:2]. The catalyst is C(O)(=O)C.[Zn]. The product is [NH2:32][C:28]1[CH:27]=[C:26]([S:23]([NH:22][C:20]([C:8]2[C:9]([C:11]3[C:12]([CH3:19])=[CH:13][C:14]([CH3:18])=[CH:15][C:16]=3[CH3:17])=[N:10][C:5]([C:1]([CH3:4])([CH3:3])[CH3:2])=[CH:6][CH:7]=2)=[O:21])(=[O:25])=[O:24])[CH:31]=[CH:30][CH:29]=1. The yield is 0.220. (2) The catalyst is C1(C)C=CC=CC=1.C1COCC1. The yield is 0.198. The reactants are [C:1]([C:4]1[CH:9]=[CH:8][CH:7]=[C:6]([C:10](=O)[CH3:11])[N:5]=1)(=[O:3])[CH3:2].[F:13][C:14]1[CH:20]=[CH:19][CH:18]=[C:17]([F:21])[C:15]=1[NH2:16]. The product is [F:13][C:14]1[CH:20]=[CH:19][CH:18]=[C:17]([F:21])[C:15]=1[N:16]=[C:10]([C:6]1[CH:7]=[CH:8][CH:9]=[C:4]([C:1](=[O:3])[CH3:2])[N:5]=1)[CH3:11]. (3) The reactants are C(NC1C2C(C3C=C(C4C=NN(C)C=4)C=CN=3)=NNC=2C=CN=1)(C)C.Cl[C:27]1[CH:32]=[CH:31][N:30]=[C:29]([C:33]2[C:37]3[C:38]([NH:42][CH:43]([CH3:45])[CH3:44])=[N:39][CH:40]=[CH:41][C:36]=3[N:35](CC3C=CC(OC)=CC=3)[N:34]=2)[CH:28]=1.[F:55][C:56]1[C:61](B2OC(C)(C)C(C)(C)O2)=[CH:60][CH:59]=[CH:58][N:57]=1. No catalyst specified. The product is [F:55][C:56]1[C:61]([C:27]2[CH:32]=[CH:31][N:30]=[C:29]([C:33]3[C:37]4[C:38]([NH:42][CH:43]([CH3:44])[CH3:45])=[N:39][CH:40]=[CH:41][C:36]=4[NH:35][N:34]=3)[CH:28]=2)=[CH:60][CH:59]=[CH:58][N:57]=1. The yield is 0.0680. (4) No catalyst specified. The product is [F:22][C:23]1[CH:24]=[C:25]([NH:26][S:2]([C:5]2[CH:14]=[CH:13][C:12]3[NH:11][C:10](=[O:15])[C:9]4[NH:16][CH:17]=[CH:18][C:8]=4[C:7]=3[CH:6]=2)(=[O:3])=[O:4])[CH:27]=[C:28]([F:30])[CH:29]=1.[CH2:18]([C:19]([O-:21])=[O:20])[CH3:17]. The reactants are Cl[S:2]([C:5]1[CH:14]=[CH:13][C:12]2[NH:11][C:10](=[O:15])[C:9]3[NH:16][CH:17]=[C:18]([C:19]([OH:21])=[O:20])[C:8]=3[C:7]=2[CH:6]=1)(=[O:4])=[O:3].[F:22][C:23]1[CH:24]=[C:25]([CH:27]=[C:28]([F:30])[CH:29]=1)[NH2:26]. The yield is 0.0200.